Dataset: Forward reaction prediction with 1.9M reactions from USPTO patents (1976-2016). Task: Predict the product of the given reaction. (1) Given the reactants Br[CH2:2][CH2:3][CH2:4][CH:5]=[CH2:6].[S:7]([O-:10])([O-:9])=[O:8].[Na+:11].[Na+], predict the reaction product. The product is: [CH2:2]([S:7]([O-:10])(=[O:9])=[O:8])[CH2:3][CH2:4][CH:5]=[CH2:6].[Na+:11]. (2) Given the reactants [NH:1]1[CH2:5][CH2:4][CH2:3][CH2:2]1.[Cl:6][C:7]1[C:14]([CH3:15])=[C:13](F)[CH:12]=[CH:11][C:8]=1[C:9]#[N:10].Cl[C:18]1[CH:25]=[C:24](F)[CH:23]=[CH:22][C:19]=1C#N.FC1C=CC(C#N)=C(C(F)(F)F)C=1, predict the reaction product. The product is: [Cl:6][C:7]1[C:14]([CH3:15])=[C:13]([N:1]2[CH2:5][CH2:4][CH2:3][CH:2]2[C:18]2[CH:25]=[CH:24][CH:23]=[CH:22][CH:19]=2)[CH:12]=[CH:11][C:8]=1[C:9]#[N:10]. (3) Given the reactants [F:1][C:2]([F:27])([F:26])[CH2:3][N:4]1[CH2:9][CH2:8][C:7]2([C:17]3[C:12](=[CH:13][CH:14]=[CH:15][CH:16]=3)[N:11]([CH2:18][C:19]([O:21]C(C)(C)C)=[O:20])[CH2:10]2)[CH2:6][CH2:5]1, predict the reaction product. The product is: [F:26][C:2]([F:1])([F:27])[CH2:3][N:4]1[CH2:9][CH2:8][C:7]2([C:17]3[C:12](=[CH:13][CH:14]=[CH:15][CH:16]=3)[N:11]([CH2:18][C:19]([OH:21])=[O:20])[CH2:10]2)[CH2:6][CH2:5]1. (4) Given the reactants C([O:8][C:9]1[CH:14]=[CH:13][C:12]([N:15]2[C:28]3[CH:27]=[CH:26][CH:25]=[CH:24][C:23]=3[S:22](=[O:30])(=[O:29])[C:21]3[C:16]2=[CH:17][CH:18]=[CH:19][CH:20]=3)=[CH:11][CH:10]=1)C1C=CC=CC=1.C([O-])=O.[NH4+], predict the reaction product. The product is: [OH:8][C:9]1[CH:14]=[CH:13][C:12]([N:15]2[C:28]3[CH:27]=[CH:26][CH:25]=[CH:24][C:23]=3[S:22](=[O:30])(=[O:29])[C:21]3[C:16]2=[CH:17][CH:18]=[CH:19][CH:20]=3)=[CH:11][CH:10]=1. (5) Given the reactants [CH2:1]([O:3][C:4]([C:6]1[NH:7][C:8]2[C:13]([CH:14]=1)=[CH:12][C:11]([N+:15]([O-])=O)=[CH:10][CH:9]=2)=[O:5])[CH3:2].C([O-])(=O)C.[NH4+].C(=O)([O-])O.[Na+], predict the reaction product. The product is: [CH2:1]([O:3][C:4]([C:6]1[NH:7][C:8]2[C:13]([CH:14]=1)=[CH:12][C:11]([NH2:15])=[CH:10][CH:9]=2)=[O:5])[CH3:2]. (6) Given the reactants [C:1]([C:3]1[CH:32]=[CH:31][C:6]2[N:7]=[C:8]([CH:10]([OH:30])[C:11]3[C:19]([O:20][CH3:21])=[CH:18][C:17]([CH3:22])=[C:16]4[C:12]=3[CH:13]=[CH:14][N:15]4C(OC(C)(C)C)=O)[S:9][C:5]=2[CH:4]=1)#[N:2].C([O-])([O-])=O.[Cs+].[Cs+].[BH4-].[Na+], predict the reaction product. The product is: [OH:30][CH:10]([C:11]1[C:19]([O:20][CH3:21])=[CH:18][C:17]([CH3:22])=[C:16]2[C:12]=1[CH:13]=[CH:14][NH:15]2)[C:8]1[S:9][C:5]2[CH:4]=[C:3]([C:1]#[N:2])[CH:32]=[CH:31][C:6]=2[N:7]=1. (7) The product is: [CH3:1][S:2]([C:3]1[N:4]([C:15]2[CH:16]=[CH:17][C:18]([O:21][CH2:22][C:23]([F:24])([F:26])[F:25])=[CH:19][CH:20]=2)[C:5](=[O:14])[C:6]2[CH2:12][CH2:11][C:10](=[O:13])[NH:9][C:7]=2[N:8]=1)=[O:27]. Given the reactants [CH3:1][S:2][C:3]1[N:4]([C:15]2[CH:20]=[CH:19][C:18]([O:21][CH2:22][C:23]([F:26])([F:25])[F:24])=[CH:17][CH:16]=2)[C:5](=[O:14])[C:6]2[CH2:12][CH2:11][C:10](=[O:13])[NH:9][C:7]=2[N:8]=1.[OH:27]OS([O-])=O.[K+], predict the reaction product. (8) The product is: [CH3:53][N:54]([C:23](=[O:22])[C:24]([F:27])([F:26])[F:25])[CH:55]1[CH2:60][CH2:59][N:58]([C:61]2[N:62]=[CH:63][C:64]([NH:67][C:68]([C:70]3[N:71]=[C:72]([C:79]4[CH:84]=[CH:83][CH:82]=[CH:81][CH:80]=4)[O:73][C:74]=3[C:75]([F:77])([F:76])[F:78])=[O:69])=[CH:65][N:66]=2)[CH2:57][CH2:56]1. Given the reactants C(N1CCN(C2N=CC(NC(C3N=C(C4C=CC=CC=4)[O:22][C:23]=3[C:24]([F:27])([F:26])[F:25])=O)=CC=2)CC1)(=O)C.C1(C2OC(C(F)(F)F)=C(C(O)=O)N=2)C=CC=CC=1.Cl.[CH3:53][NH:54][CH:55]1[CH2:60][CH2:59][N:58]([C:61]2[N:66]=[CH:65][C:64]([NH:67][C:68]([C:70]3[N:71]=[C:72]([C:79]4[CH:84]=[CH:83][CH:82]=[CH:81][CH:80]=4)[O:73][C:74]=3[C:75]([F:78])([F:77])[F:76])=[O:69])=[CH:63][N:62]=2)[CH2:57][CH2:56]1.FC(F)(F)C(OC(=O)C(F)(F)F)=O, predict the reaction product. (9) Given the reactants C([O:5][C:6](=[O:35])[CH2:7][N:8]([CH2:28][C:29]1[CH:34]=[CH:33][CH:32]=[CH:31][CH:30]=1)[CH2:9][CH2:10][C:11]1[CH:16]=[CH:15][C:14]([O:17][CH2:18][CH2:19][CH2:20][CH2:21][C:22]2[CH:27]=[CH:26][CH:25]=[CH:24][CH:23]=2)=[CH:13][CH:12]=1)(C)(C)C, predict the reaction product. The product is: [CH2:28]([N:8]([CH2:7][C:6]([OH:35])=[O:5])[CH2:9][CH2:10][C:11]1[CH:16]=[CH:15][C:14]([O:17][CH2:18][CH2:19][CH2:20][CH2:21][C:22]2[CH:23]=[CH:24][CH:25]=[CH:26][CH:27]=2)=[CH:13][CH:12]=1)[C:29]1[CH:34]=[CH:33][CH:32]=[CH:31][CH:30]=1.